From a dataset of Full USPTO retrosynthesis dataset with 1.9M reactions from patents (1976-2016). Predict the reactants needed to synthesize the given product. (1) Given the product [Cl:11][C:12]([Cl:19])([Cl:18])[C:13]([NH:15][C:16]([NH:1][C:2]1[CH:6]=[CH:5][S:4][C:3]=1[C:7]([O:9][CH3:10])=[O:8])=[O:17])=[O:14], predict the reactants needed to synthesize it. The reactants are: [NH2:1][C:2]1[CH:6]=[CH:5][S:4][C:3]=1[C:7]([O:9][CH3:10])=[O:8].[Cl:11][C:12]([Cl:19])([Cl:18])[C:13]([N:15]=[C:16]=[O:17])=[O:14]. (2) Given the product [OH:12][C:10]1[CH:11]=[C:2]([CH2:36][C:35]2[CH:38]=[CH:39][CH:40]=[C:33]([O:32][CH3:31])[CH:34]=2)[CH:3]=[C:4]2[C:9]=1[N:8]=[CH:7][NH:6][C:5]2=[O:29], predict the reactants needed to synthesize it. The reactants are: Br[C:2]1[CH:3]=[C:4]2[C:9](=[C:10]([O:12]COCC[Si](C)(C)C)[CH:11]=1)[N:8]=[CH:7][N:6](COCC[Si](C)(C)C)[C:5]2=[O:29].[Cl-].[CH3:31][O:32][C:33]1[CH:34]=[C:35]([CH:38]=[CH:39][CH:40]=1)[CH2:36][Zn+].[Br-].C([Zn+])C1C=CC=CC=1. (3) Given the product [ClH:2].[Cl:48][C:49]1[C:85]([C:86]([F:89])([F:88])[F:87])=[CH:84][CH:83]=[CH:82][C:50]=1[CH2:51][N:52]([CH2:68][CH:69]([C:70]1[CH:71]=[CH:72][CH:73]=[CH:74][CH:75]=1)[C:76]1[CH:77]=[CH:78][CH:79]=[CH:80][CH:81]=1)[CH2:53][C@@H:54]([CH3:67])[CH2:55][O:56][C:57]1[CH:58]=[C:59]([CH2:63][C:64]([N:20]2[CH2:25][CH2:24][O:23][CH2:22][CH2:21]2)=[O:65])[CH:60]=[CH:61][CH:62]=1, predict the reactants needed to synthesize it. The reactants are: Cl.[Cl:2]C1C(C(F)(F)F)=CC=CC=1CN(CC(C1C=CC=CC=1)C1C=CC=CC=1)CCCOC1C=C(CC([N:20]2[CH2:25][CH2:24][O:23][CH2:22][CH2:21]2)=O)C=CC=1.[Cl:48][C:49]1[C:85]([C:86]([F:89])([F:88])[F:87])=[CH:84][CH:83]=[CH:82][C:50]=1[CH2:51][N:52]([CH2:68][CH:69]([C:76]1[CH:81]=[CH:80][CH:79]=[CH:78][CH:77]=1)[C:70]1[CH:75]=[CH:74][CH:73]=[CH:72][CH:71]=1)[CH2:53][C@@H:54]([CH3:67])[CH2:55][O:56][C:57]1[CH:58]=[C:59]([CH2:63][C:64](O)=[O:65])[CH:60]=[CH:61][CH:62]=1.ClC1C(C(F)(F)F)=CC=CC=1CN(CC(C1C=CC=CC=1)C1C=CC=CC=1)CCCOC1C=C(CC(O)=O)C=CC=1. (4) Given the product [C:15]([N:19]1[C:11]2[CH2:10][CH2:9][CH2:8][CH2:7][C:6](=[O:13])[C:5]=2[CH:4]=[N:2]1)([CH3:18])([CH3:17])[CH3:16], predict the reactants needed to synthesize it. The reactants are: C[N:2]([CH:4]=[C:5]1[C:11](=O)[CH2:10][CH2:9][CH2:8][CH2:7][C:6]1=[O:13])C.Cl.[C:15]([NH:19]N)([CH3:18])([CH3:17])[CH3:16]. (5) Given the product [NH2:33][C:34]1[N:38]([CH2:2][C:3]2[CH:4]=[C:5]([C:9]3[CH:14]=[CH:13][C:12](=[O:15])[N:11]([CH2:16][C:17]4[CH:18]=[C:19]([CH:24]=[CH:25][CH:26]=4)[C:20]([O:22][CH3:23])=[O:21])[N:10]=3)[CH:6]=[CH:7][CH:8]=2)[C:37]2[CH:39]=[CH:40][CH:41]=[CH:42][C:36]=2[N:35]=1, predict the reactants needed to synthesize it. The reactants are: Br[CH2:2][C:3]1[CH:4]=[C:5]([C:9]2[CH:14]=[CH:13][C:12](=[O:15])[N:11]([CH2:16][C:17]3[CH:18]=[C:19]([CH:24]=[CH:25][CH:26]=3)[C:20]([O:22][CH3:23])=[O:21])[N:10]=2)[CH:6]=[CH:7][CH:8]=1.C(=O)([O-])[O-].[K+].[K+].[NH2:33][C:34]1[NH:35][C:36]2[CH:42]=[CH:41][CH:40]=[CH:39][C:37]=2[N:38]=1. (6) Given the product [OH:8][CH:9]1[CH2:10][CH2:11][N:12]([C:15]2[CH:16]=[CH:17][C:18]([C:36]([F:39])([F:37])[F:38])=[C:19]([CH:35]=2)[C:20]([NH:22][C:23]2[C:24]([CH3:34])=[CH:25][C:26]([C:27]([O:29][CH3:30])=[O:28])=[CH:31][C:32]=2[CH3:33])=[O:21])[CH2:13][CH2:14]1, predict the reactants needed to synthesize it. The reactants are: [Si]([O:8][CH:9]1[CH2:14][CH2:13][N:12]([C:15]2[CH:16]=[CH:17][C:18]([C:36]([F:39])([F:38])[F:37])=[C:19]([CH:35]=2)[C:20]([NH:22][C:23]2[C:32]([CH3:33])=[CH:31][C:26]([C:27]([O:29][CH3:30])=[O:28])=[CH:25][C:24]=2[CH3:34])=[O:21])[CH2:11][CH2:10]1)(C(C)(C)C)(C)C.[N+](CCCC)(CCCC)(CCCC)CCCC.[F-]. (7) Given the product [F:20][C:21]1[CH:26]=[CH:25][CH:24]=[C:23]([F:27])[C:22]=1[S:28]([NH:19][C:16]1[CH:17]=[CH:18][C:13]([C:3]2[CH:4]=[C:5]([C:8]3[O:9][CH:10]=[CH:11][N:12]=3)[CH:6]=[CH:7][C:2]=2[CH3:1])=[CH:14][CH:15]=1)(=[O:30])=[O:29], predict the reactants needed to synthesize it. The reactants are: [CH3:1][C:2]1[CH:7]=[CH:6][C:5]([C:8]2[O:9][CH:10]=[CH:11][N:12]=2)=[CH:4][C:3]=1[C:13]1[CH:18]=[CH:17][C:16]([NH2:19])=[CH:15][CH:14]=1.[F:20][C:21]1[CH:26]=[CH:25][CH:24]=[C:23]([F:27])[C:22]=1[S:28](Cl)(=[O:30])=[O:29]. (8) Given the product [OH:1][C:2]1[C:7]([NH2:8])=[CH:6][CH:5]=[C:4]([Cl:11])[C:3]=1[S:12]([NH2:15])(=[O:14])=[O:13], predict the reactants needed to synthesize it. The reactants are: [OH:1][C:2]1[C:7]([N+:8]([O-])=O)=[CH:6][CH:5]=[C:4]([Cl:11])[C:3]=1[S:12]([NH2:15])(=[O:14])=[O:13]. (9) Given the product [CH3:20][CH:21]1[CH2:26][CH2:25][N:24]([C:2]2[N:7]3[CH:8]=[CH:9][N:10]=[C:6]3[N:5]=[C:4]([CH3:11])[C:3]=2[C:12]2[C:17]([F:18])=[CH:16][CH:15]=[CH:14][C:13]=2[Cl:19])[CH2:23][CH2:22]1, predict the reactants needed to synthesize it. The reactants are: Cl[C:2]1[N:7]2[CH:8]=[CH:9][N:10]=[C:6]2[N:5]=[C:4]([CH3:11])[C:3]=1[C:12]1[C:17]([F:18])=[CH:16][CH:15]=[CH:14][C:13]=1[Cl:19].[CH3:20][CH:21]1[CH2:26][CH2:25][NH:24][CH2:23][CH2:22]1.[Cl-].[NH4+].